The task is: Predict the reaction yield, written as a fraction of the theoretical maximum amount of product (1.0 means a 100% yield; for example, 0.34 means a 34% yield).. This data is from Reaction yield outcomes from USPTO patents with 853,638 reactions. (1) The reactants are Cl[CH2:2][C:3]([NH:5][C:6]1[CH:11]=[CH:10][CH:9]=[CH:8][CH:7]=1)=[O:4].[N:12]1[CH:17]=[CH:16][CH:15]=[CH:14][C:13]=1[N:18]1[CH2:23][CH2:22][NH:21][CH2:20][CH2:19]1.C(N(CC)C(C)C)(C)C. The catalyst is C1(C)C=CC=CC=1. The product is [C:6]1([NH:5][C:3](=[O:4])[CH2:2][N:21]2[CH2:22][CH2:23][N:18]([C:13]3[CH:14]=[CH:15][CH:16]=[CH:17][N:12]=3)[CH2:19][CH2:20]2)[CH:11]=[CH:10][CH:9]=[CH:8][CH:7]=1. The yield is 0.460. (2) The reactants are Br[C:2]1[CH:7]=[CH:6][C:5]([CH:8]2[CH2:16][CH2:15][CH2:14][CH:13]3[N:9]2[CH2:10][CH2:11][CH2:12]3)=[CH:4][CH:3]=1.[CH:17]1[C:22](=[S:23])[CH:21]=[CH:20][NH:19][CH:18]=1.C(=O)([O-])[O-].[K+].[K+]. The catalyst is CN(C)C=O.[Cu].[Cu](I)I. The product is [N:19]1[CH:20]=[CH:21][C:22]([S:23][C:2]2[CH:7]=[CH:6][C:5]([CH:8]3[CH2:16][CH2:15][CH2:14][CH:13]4[N:9]3[CH2:10][CH2:11][CH2:12]4)=[CH:4][CH:3]=2)=[CH:17][CH:18]=1. The yield is 0.430. (3) The reactants are [CH2:1]([C:3]1[NH:8][C:7](=[O:9])[C:6]([C:10]#[N:11])=[C:5]([CH3:12])[CH:4]=1)[CH3:2].[BH4-].[Na+].NCCNCCN.C(O)(C(F)(F)F)=O. The catalyst is CO.[Ni](Cl)Cl. The product is [NH2:11][CH2:10][C:6]1[C:7](=[O:9])[NH:8][C:3]([CH2:1][CH3:2])=[CH:4][C:5]=1[CH3:12]. The yield is 0.541. (4) The reactants are C(O[C:6]([N:8]1[CH2:13][CH2:12][CH2:11][C:10]([C:15]2[CH:20]=[CH:19][C:18]([Br:21])=[CH:17][CH:16]=2)([OH:14])[CH2:9]1)=O)(C)(C)C.C=O. The catalyst is C(O)=O. The product is [Br:21][C:18]1[CH:17]=[CH:16][C:15]([C:10]2([OH:14])[CH2:11][CH2:12][CH2:13][N:8]([CH3:6])[CH2:9]2)=[CH:20][CH:19]=1. The yield is 0.930. (5) The yield is 0.950. The product is [Cl:15][C:16]1[CH:21]=[C:20]([O:6][CH:5]([C:7]2[CH:12]=[CH:11][CH:10]=[CH:9][CH:8]=2)[C:4]([F:13])([F:14])[F:3])[N:19]=[CH:18][N:17]=1. The catalyst is C1COCC1.CCOC(C)=O. The reactants are [H-].[Na+].[F:3][C:4]([F:14])([F:13])[CH:5]([C:7]1[CH:12]=[CH:11][CH:10]=[CH:9][CH:8]=1)[OH:6].[Cl:15][C:16]1[CH:21]=[C:20](Cl)[N:19]=[CH:18][N:17]=1. (6) The reactants are [Cl:1][C:2]1[N:7]=[C:6](Cl)[CH:5]=[C:4]([C:9]2[CH:14]=[CH:13][CH:12]=[CH:11][CH:10]=2)[N:3]=1.[NH2:15][C:16]1[CH:20]=[C:19]([CH3:21])[NH:18][N:17]=1.C(N(CC)CC)C.[I-].[Na+]. The catalyst is CN(C=O)C. The product is [Cl:1][C:2]1[N:7]=[C:6]([NH:15][C:16]2[NH:17][N:18]=[C:19]([CH3:21])[CH:20]=2)[CH:5]=[C:4]([C:9]2[CH:14]=[CH:13][CH:12]=[CH:11][CH:10]=2)[N:3]=1. The yield is 0.620. (7) The reactants are [CH3:1][O:2][C:3]1[CH:4]=[C:5]2[C:10](=[CH:11][C:12]=1[O:13][CH3:14])[N:9]=[CH:8][CH:7]=[C:6]2[O:15][C:16]1[CH:30]=[CH:29][C:19]([NH:20][CH:21](OCC)[C:22]([F:25])([F:24])[F:23])=[CH:18][C:17]=1[F:31].[C:32]([O:40][CH2:41][CH3:42])(=[O:39])[CH2:33][C:34]([O:36][CH2:37][CH3:38])=[O:35].[H-].[Na+].Cl. The catalyst is O1CCCC1.CCOC(C)=O.O. The product is [CH3:1][O:2][C:3]1[CH:4]=[C:5]2[C:10](=[CH:11][C:12]=1[O:13][CH3:14])[N:9]=[CH:8][CH:7]=[C:6]2[O:15][C:16]1[CH:30]=[CH:29][C:19]([NH:20][CH:21]([CH:33]([C:34]([O:36][CH2:37][CH3:38])=[O:35])[C:32]([O:40][CH2:41][CH3:42])=[O:39])[C:22]([F:24])([F:25])[F:23])=[CH:18][C:17]=1[F:31]. The yield is 0.540. (8) The product is [C:1]([N:18]([CH2:19][CH2:20][CH2:21][CH2:22][CH2:23][CH2:24][CH2:25][CH2:26][CH2:27][CH3:28])[CH2:38][CH:37]=[O:46])([O:3][CH2:4][CH:5]1[C:6]2[C:11](=[CH:12][CH:13]=[CH:14][CH:7]=2)[C:10]2[C:17]1=[CH:16][CH:15]=[CH:8][CH:9]=2)=[O:2]. The reactants are [C:1]([NH:18][CH2:19][CH2:20][CH2:21][CH2:22][CH2:23][CH2:24][CH2:25][CH2:26][CH2:27][CH2:28]CC=C)([O:3][CH2:4][CH:5]1[C:17]2[C:12](=[CH:13][CH:14]=[CH:15][CH:16]=2)[C:11]2[C:6]1=[CH:7][CH:8]=[CH:9][CH:10]=2)=[O:2].C(N([CH2:37][CH3:38])CC)C.CCCCCCC.[OH2:46]. The catalyst is ClCCl.CO. The yield is 0.610. (9) The reactants are CC(C)([O-])C.[K+].C[O:8][C:9](=O)[C:10]([N:12]([S:16]([CH2:19][C:20]1[CH:25]=[CH:24][CH:23]=[CH:22][CH:21]=1)(=[O:18])=[O:17])[CH:13]([CH3:15])[CH3:14])=[O:11]. The catalyst is CN(C=O)C. The product is [OH:8][C:9]1[C:10](=[O:11])[N:12]([CH:13]([CH3:15])[CH3:14])[S:16](=[O:18])(=[O:17])[C:19]=1[C:20]1[CH:25]=[CH:24][CH:23]=[CH:22][CH:21]=1. The yield is 0.400. (10) The catalyst is CC#N.Cl. The product is [CH2:16]([C:13]1[NH:14][CH:15]=[C:10]([CH:5]([NH:2][CH3:1])[C:6]([F:9])([F:8])[F:7])[C:11](=[O:19])[C:12]=1[OH:18])[CH3:17]. The yield is 0.430. The reactants are [CH3:1][NH2:2].Cl.Cl[CH:5]([C:10]1[C:11](=[O:19])[C:12]([OH:18])=[C:13]([CH2:16][CH3:17])[NH:14][CH:15]=1)[C:6]([F:9])([F:8])[F:7].CCOC(C)=O.CC(OC)(C)C.